This data is from Forward reaction prediction with 1.9M reactions from USPTO patents (1976-2016). The task is: Predict the product of the given reaction. Given the reactants C[O:2][C:3](=O)[CH2:4][CH:5]([C:10]1[CH:15]=[CH:14][CH:13]=[CH:12][CH:11]=1)[CH2:6][N+:7]([O-])=O, predict the reaction product. The product is: [C:10]1([CH:5]2[CH2:6][NH:7][C:3](=[O:2])[CH2:4]2)[CH:15]=[CH:14][CH:13]=[CH:12][CH:11]=1.